Dataset: Catalyst prediction with 721,799 reactions and 888 catalyst types from USPTO. Task: Predict which catalyst facilitates the given reaction. (1) The catalyst class is: 12. Reactant: [CH2:1]([O:3][C:4]([N:6]=[C:7]=[S:8])=[O:5])[CH3:2].[NH2:9][C:10]1[CH:15]=[CH:14][C:13]([Br:16])=[CH:12][N:11]=1. Product: [Br:16][C:13]1[CH:14]=[CH:15][C:10]([NH:9][C:7]([NH:6][C:4](=[O:5])[O:3][CH2:1][CH3:2])=[S:8])=[N:11][CH:12]=1. (2) Reactant: [C:1]([O:5][C:6]([NH:8][C@@H:9]([CH2:37][C:38]1[CH:43]=[CH:42][CH:41]=[CH:40][CH:39]=1)[C@@H:10]([O:29][Si](C(C)(C)C)(C)C)[CH2:11][CH:12]([CH2:16][C:17]1[CH:22]=[CH:21][C:20]([C:23]2[CH:28]=[CH:27][CH:26]=[CH:25][N:24]=2)=[CH:19][CH:18]=1)C(O)=O)=[O:7])([CH3:4])([CH3:3])[CH3:2].C1C=CC(P(N=[N+]=[N-])(C2C=CC=CC=2)=[O:51])=CC=1.C([N:63]([CH2:66]C)CC)C.[CH2:68]([OH:75])[C:69]1[CH:74]=[CH:73][CH:72]=[CH:71][CH:70]=1. Product: [C:1]([O:5][C:6]([NH:8][C@@H:9]([CH2:37][C:38]1[CH:43]=[CH:42][CH:41]=[CH:40][CH:39]=1)[C@@H:10]([OH:29])[CH2:11][C@@H:12]([NH:63][C:66](=[O:51])[O:75][CH2:68][C:69]1[CH:74]=[CH:73][CH:72]=[CH:71][CH:70]=1)[CH2:16][C:17]1[CH:22]=[CH:21][C:20]([C:23]2[CH:28]=[CH:27][CH:26]=[CH:25][N:24]=2)=[CH:19][CH:18]=1)=[O:7])([CH3:3])([CH3:2])[CH3:4]. The catalyst class is: 11.